Dataset: Forward reaction prediction with 1.9M reactions from USPTO patents (1976-2016). Task: Predict the product of the given reaction. The product is: [Br:22][C:9]1[C:7]2[CH2:8][CH:4]([CH2:3][O:2][CH3:1])[O:5][C:6]=2[C:12]([NH2:13])=[CH:11][C:10]=1[CH3:14]. Given the reactants [CH3:1][O:2][CH2:3][CH:4]1[CH2:8][C:7]2[CH:9]=[C:10]([CH3:14])[CH:11]=[C:12]([NH2:13])[C:6]=2[O:5]1.C1C(=O)N([Br:22])C(=O)C1, predict the reaction product.